This data is from Orexin1 receptor HTS with 218,158 compounds and 233 confirmed actives. The task is: Binary Classification. Given a drug SMILES string, predict its activity (active/inactive) in a high-throughput screening assay against a specified biological target. (1) The molecule is S(c1nc2c(c(Oc3ccc(F)cc3)n1)cccc2)C. The result is 0 (inactive). (2) The result is 0 (inactive). The molecule is S(c1nc(NC(C)(C)C)nc(NCC)n1)C. (3) The drug is Clc1ccc(SCCC(=O)N2CCN(CC2)c2ncccn2)cc1. The result is 0 (inactive). (4) The compound is s1nc(C(=O)NCCC=2CCCCC2)cn1. The result is 0 (inactive). (5) The molecule is O1CCN(CC1)C(=O)CCC(=O)Nc1ncc(cc1)C. The result is 0 (inactive). (6) The drug is O=C1NN=C(C1CC(=O)N\N=C\C=C/c1c(OC)cccc1)C. The result is 0 (inactive). (7) The compound is S(=O)(=O)(c1ccc(c2nc(sc2)N(C(=O)Cc2c(OC)cc(OC)cc2)CC=C)cc1)C. The result is 0 (inactive). (8) The compound is Fc1ccc(CCNC(=O)/C=C\c2c([N+]([O-])=O)cccc2)cc1. The result is 0 (inactive). (9) The molecule is S(c1[nH]c(CCC)cc(=O)n1)CC(=O)Nc1scc(n1)c1ccccc1. The result is 0 (inactive).